Dataset: Peptide-MHC class I binding affinity with 185,985 pairs from IEDB/IMGT. Task: Regression. Given a peptide amino acid sequence and an MHC pseudo amino acid sequence, predict their binding affinity value. This is MHC class I binding data. (1) The peptide sequence is FPSNMMVVT. The MHC is HLA-B15:01 with pseudo-sequence HLA-B15:01. The binding affinity (normalized) is 0.0847. (2) The peptide sequence is TVRPGNKGY. The MHC is HLA-B08:02 with pseudo-sequence HLA-B08:02. The binding affinity (normalized) is 0.0847. (3) The peptide sequence is FISFYLINK. The MHC is HLA-A11:01 with pseudo-sequence HLA-A11:01. The binding affinity (normalized) is 0.797. (4) The MHC is HLA-A02:06 with pseudo-sequence HLA-A02:06. The peptide sequence is MTLWYMWQV. The binding affinity (normalized) is 0.909. (5) The MHC is HLA-A24:03 with pseudo-sequence HLA-A24:03. The binding affinity (normalized) is 0.0847. The peptide sequence is FRLMRTNFL. (6) The peptide sequence is LQNFCQHLV. The MHC is HLA-A02:01 with pseudo-sequence HLA-A02:01. The binding affinity (normalized) is 0.898. (7) The peptide sequence is DLNKVIQFL. The MHC is HLA-A69:01 with pseudo-sequence HLA-A69:01. The binding affinity (normalized) is 0.458.